This data is from Full USPTO retrosynthesis dataset with 1.9M reactions from patents (1976-2016). The task is: Predict the reactants needed to synthesize the given product. (1) Given the product [Br-:28].[Cl:1][C:2]1[CH:3]=[C:4]([C:8]2[CH:13]=[CH:12][CH:11]=[CH:10][C:9]=2[NH:14][C:15]([O:16][CH:17]2[CH2:23][CH:22]3[N+:24]([CH3:27])([CH3:25])[CH:19]([CH2:20][CH2:21]3)[CH2:18]2)=[O:26])[CH:5]=[CH:6][CH:7]=1, predict the reactants needed to synthesize it. The reactants are: [Cl:1][C:2]1[CH:3]=[C:4]([C:8]2[CH:13]=[CH:12][CH:11]=[CH:10][C:9]=2[NH:14][C:15](=[O:26])[O:16][CH:17]2[CH2:23][CH:22]3[N:24]([CH3:25])[CH:19]([CH2:20][CH2:21]3)[CH2:18]2)[CH:5]=[CH:6][CH:7]=1.[CH3:27][Br:28]. (2) Given the product [Cl:1][C:2]1[CH:10]=[CH:9][C:8]([O:11][C:21](=[O:22])[C:20]([CH3:25])([CH3:24])[CH3:19])=[CH:7][C:3]=1[C:4]([NH:27][CH2:28][C:29]1[CH:30]=[CH:31][C:32]([C:33]([O:35][CH3:36])=[O:34])=[CH:37][CH:38]=1)=[O:6], predict the reactants needed to synthesize it. The reactants are: [Cl:1][C:2]1[CH:10]=[CH:9][C:8]([OH:11])=[CH:7][C:3]=1[C:4]([OH:6])=O.C(N(CC)CC)C.[CH3:19][C:20]([CH3:25])([CH3:24])[C:21](Cl)=[O:22].Cl.[NH2:27][CH2:28][C:29]1[CH:38]=[CH:37][C:32]([C:33]([O:35][CH3:36])=[O:34])=[CH:31][CH:30]=1.